From a dataset of Forward reaction prediction with 1.9M reactions from USPTO patents (1976-2016). Predict the product of the given reaction. (1) Given the reactants [Cl:1][C:2]1[CH:30]=[C:29]([O:31][CH2:32][CH3:33])[CH:28]=[CH:27][C:3]=1[CH2:4][N:5]1[C:9]2[CH:10]=[C:11]([O:15][CH2:16][CH2:17][CH2:18][C:19]([O:21]CC)=[O:20])[CH:12]=[C:13]([CH3:14])[C:8]=2[N:7]=[C:6]1[O:24][CH2:25][CH3:26].[OH-].[Na+].Cl, predict the reaction product. The product is: [Cl:1][C:2]1[CH:30]=[C:29]([O:31][CH2:32][CH3:33])[CH:28]=[CH:27][C:3]=1[CH2:4][N:5]1[C:9]2[CH:10]=[C:11]([O:15][CH2:16][CH2:17][CH2:18][C:19]([OH:21])=[O:20])[CH:12]=[C:13]([CH3:14])[C:8]=2[N:7]=[C:6]1[O:24][CH2:25][CH3:26]. (2) Given the reactants [N:1]1([C:10]2[N:18]=[C:17](Cl)[N:16]=[C:15]3[C:11]=2[N:12]=[CH:13][NH:14]3)[C:5]2[CH:6]=[CH:7][CH:8]=[CH:9][C:4]=2[N:3]=[CH:2]1.[NH:20]1[CH2:24][CH2:23][CH2:22][C@@H:21]1[CH2:25][OH:26], predict the reaction product. The product is: [N:1]1([C:10]2[N:18]=[C:17]([N:20]3[CH2:24][CH2:23][CH2:22][C@@H:21]3[CH2:25][OH:26])[N:16]=[C:15]3[C:11]=2[N:12]=[CH:13][NH:14]3)[C:5]2[CH:6]=[CH:7][CH:8]=[CH:9][C:4]=2[N:3]=[CH:2]1. (3) Given the reactants [F:1][C:2]1[CH:7]=[CH:6][C:5]([F:8])=[CH:4][C:3]=1[C@H:9]1[CH2:13][CH2:12][CH2:11][N:10]1[C:14]1[CH:19]=[CH:18][N:17]2[N:20]=[CH:21][C:22]([NH2:23])=[C:16]2[N:15]=1.[C:24](O[C:24](=[O:29])[C:25]([CH3:28])([CH3:27])[CH3:26])(=[O:29])[C:25]([CH3:28])([CH3:27])[CH3:26].N1C=CC=CC=1, predict the reaction product. The product is: [F:1][C:2]1[CH:7]=[CH:6][C:5]([F:8])=[CH:4][C:3]=1[C@H:9]1[CH2:13][CH2:12][CH2:11][N:10]1[C:14]1[CH:19]=[CH:18][N:17]2[N:20]=[CH:21][C:22]([NH:23][C:24](=[O:29])[C:25]([CH3:28])([CH3:27])[CH3:26])=[C:16]2[N:15]=1. (4) Given the reactants [NH2:1][C:2]1[CH:10]=[C:9]([N:11]2[CH2:16][CH2:15][N:14]([C:17](=[O:24])[C:18]3[CH:23]=[CH:22][CH:21]=[CH:20][CH:19]=3)[CH2:13][CH2:12]2)[CH:8]=[CH:7][C:3]=1[C:4]([OH:6])=[O:5].[CH:25](=O)[C:26]1[CH:31]=[CH:30][CH:29]=[CH:28][CH:27]=1.C(O[BH-](OC(=O)C)OC(=O)C)(=O)C.[Na+], predict the reaction product. The product is: [CH2:25]([NH:1][C:2]1[CH:10]=[C:9]([N:11]2[CH2:12][CH2:13][N:14]([C:17](=[O:24])[C:18]3[CH:19]=[CH:20][CH:21]=[CH:22][CH:23]=3)[CH2:15][CH2:16]2)[CH:8]=[CH:7][C:3]=1[C:4]([OH:6])=[O:5])[C:26]1[CH:31]=[CH:30][CH:29]=[CH:28][CH:27]=1.